This data is from Full USPTO retrosynthesis dataset with 1.9M reactions from patents (1976-2016). The task is: Predict the reactants needed to synthesize the given product. (1) Given the product [Br-:25].[Cl:1][C:2]1[C:11]2[C:6](=[CH:7][CH:8]=[CH:9][C:10]=2[CH2:12][N+:26]([CH2:15][CH3:16])([CH2:30][CH3:29])[CH2:27][CH3:28])[N:5]=[CH:4][N:3]=1, predict the reactants needed to synthesize it. The reactants are: [Cl:1][C:2]1[C:11]2[C:6](=[CH:7][CH:8]=[CH:9][C:10]=2[CH3:12])[N:5]=[CH:4][N:3]=1.N(C(C)(C)C#N)=N[C:15](C)(C)[C:16]#N.[Br:25][N:26]1[C:30](=O)[CH2:29][CH2:28][C:27]1=O. (2) Given the product [C:14]([O:18][C:19]([N:21]1[CH2:26][CH2:25][C@@H:24]([CH2:27][CH2:28][C:29]([O:31][CH3:1])=[O:30])[C@@H:23]([CH:32]=[CH2:33])[CH2:22]1)=[O:20])([CH3:17])([CH3:16])[CH3:15], predict the reactants needed to synthesize it. The reactants are: [CH3:1][Si](C=[N+]=[N-])(C)C.CCCCCC.[C:14]([O:18][C:19]([N:21]1[CH2:26][CH2:25][C@@H:24]([CH2:27][CH2:28][C:29]([OH:31])=[O:30])[C@@H:23]([CH:32]=[CH2:33])[CH2:22]1)=[O:20])([CH3:17])([CH3:16])[CH3:15]. (3) Given the product [Cl:1][C:2]1[CH:10]=[CH:9][CH:8]=[C:7]2[C:3]=1[C:4]([N:25]1[CH2:30][CH2:29][CH:28]([C:31]([O:33][CH3:34])=[O:32])[CH2:27][CH2:26]1)=[N:5][N:6]2[C:11](=[O:12])[C:13]1[C:18]([C:19]([F:22])([F:21])[F:20])=[CH:17][CH:16]=[CH:15][C:14]=1[Cl:23], predict the reactants needed to synthesize it. The reactants are: [Cl:1][C:2]1[CH:10]=[CH:9][CH:8]=[C:7]2[C:3]=1[C:4](I)=[N:5][N:6]2[C:11]([C:13]1[C:18]([C:19]([F:22])([F:21])[F:20])=[CH:17][CH:16]=[CH:15][C:14]=1[Cl:23])=[O:12].[NH:25]1[CH2:30][CH2:29][CH:28]([C:31]([O:33][CH3:34])=[O:32])[CH2:27][CH2:26]1.N1CCCC1C(O)=O.C(=O)([O-])[O-].[K+].[K+].